From a dataset of Full USPTO retrosynthesis dataset with 1.9M reactions from patents (1976-2016). Predict the reactants needed to synthesize the given product. (1) Given the product [Cl:1][C:2]1[CH:3]=[CH:4][C:5]([C@H:8]2[N:15]3[C:11]([S:12][C:13]([C:19]([N:21]4[CH:28]([CH3:29])[CH2:27][CH2:26][CH:22]4[C:23]([N:44]4[CH2:45][CH2:46][N:41]([CH3:40])[C@@H:42]([CH2:47][OH:48])[CH2:43]4)=[O:24])=[O:20])=[C:14]3[CH:16]([CH3:18])[CH3:17])=[N:10][C@:9]2([C:31]2[CH:32]=[CH:33][C:34]([Cl:37])=[CH:35][CH:36]=2)[CH3:30])=[CH:6][CH:7]=1, predict the reactants needed to synthesize it. The reactants are: [Cl:1][C:2]1[CH:7]=[CH:6][C:5]([C@H:8]2[N:15]3[C:11]([S:12][C:13]([C:19]([N:21]4[C@H:28]([CH3:29])[CH2:27][CH2:26][C@H:22]4[C:23](O)=[O:24])=[O:20])=[C:14]3[CH:16]([CH3:18])[CH3:17])=[N:10][C@:9]2([C:31]2[CH:36]=[CH:35][C:34]([Cl:37])=[CH:33][CH:32]=2)[CH3:30])=[CH:4][CH:3]=1.Cl.Cl.[CH3:40][N:41]1[CH2:46][CH2:45][NH:44][CH2:43][C@@H:42]1[CH2:47][OH:48]. (2) Given the product [Br:35][C:36]1[N:41]=[CH:40][C:39]2[N:42]=[C:4]([CH2:3][C:2]([F:8])([F:7])[F:1])[N:43]([CH:44]([CH3:46])[CH3:45])[C:38]=2[CH:37]=1, predict the reactants needed to synthesize it. The reactants are: [F:1][C:2]([F:8])([F:7])[CH2:3][C:4](O)=O.C(N(CC)CC)C.C1(P(C2C=CC=CC=2)C2C=CC=CC=2)C=CC=CC=1.[Br:35][C:36]1[N:41]=[CH:40][C:39]([NH2:42])=[C:38]([NH:43][CH:44]([CH3:46])[CH3:45])[CH:37]=1.